This data is from Peptide-MHC class I binding affinity with 185,985 pairs from IEDB/IMGT. The task is: Regression. Given a peptide amino acid sequence and an MHC pseudo amino acid sequence, predict their binding affinity value. This is MHC class I binding data. (1) The peptide sequence is DYIYLPLLK. The MHC is HLA-B40:01 with pseudo-sequence HLA-B40:01. The binding affinity (normalized) is 0.0847. (2) The peptide sequence is RDKKKEYNET. The MHC is Mamu-A11 with pseudo-sequence Mamu-A11. The binding affinity (normalized) is 0. (3) The peptide sequence is LMARRARSL. The MHC is HLA-A66:01 with pseudo-sequence HLA-A66:01. The binding affinity (normalized) is 0.213. (4) The peptide sequence is SLYPPCLFK. The MHC is HLA-B35:01 with pseudo-sequence HLA-B35:01. The binding affinity (normalized) is 0.0847. (5) The peptide sequence is TSSDTYACW. The MHC is HLA-B27:05 with pseudo-sequence HLA-B27:05. The binding affinity (normalized) is 0.0847. (6) The peptide sequence is ATYGIIVPV. The MHC is HLA-A02:03 with pseudo-sequence HLA-A02:03. The binding affinity (normalized) is 0.905. (7) The peptide sequence is LALEVARQKR. The MHC is HLA-B53:01 with pseudo-sequence HLA-B53:01. The binding affinity (normalized) is 0. (8) The peptide sequence is IVHVDHECF. The MHC is HLA-A26:02 with pseudo-sequence HLA-A26:02. The binding affinity (normalized) is 0.0847. (9) The binding affinity (normalized) is 0.213. The MHC is HLA-B08:01 with pseudo-sequence HLA-B08:01. The peptide sequence is GLLSSKFKA. (10) The peptide sequence is FPEHIFPAL. The MHC is HLA-B07:02 with pseudo-sequence HLA-B07:02. The binding affinity (normalized) is 0.368.